From a dataset of Catalyst prediction with 721,799 reactions and 888 catalyst types from USPTO. Predict which catalyst facilitates the given reaction. Reactant: [F:1][C:2]1[CH:10]=[C:9]2[C:5]([C:6]([C:11]3[CH:12]=[CH:13][C:14]4[S:18](=[O:20])(=[O:19])[N:17]([CH2:21][C:22]([O:24]C(C)(C)C)=[O:23])[CH:16]([CH3:29])[C:15]=4[CH:30]=3)=[CH:7][NH:8]2)=[CH:4][CH:3]=1. Product: [F:1][C:2]1[CH:10]=[C:9]2[C:5]([C:6]([C:11]3[CH:12]=[CH:13][C:14]4[S:18](=[O:20])(=[O:19])[N:17]([CH2:21][C:22]([OH:24])=[O:23])[CH:16]([CH3:29])[C:15]=4[CH:30]=3)=[CH:7][NH:8]2)=[CH:4][CH:3]=1. The catalyst class is: 55.